This data is from Full USPTO retrosynthesis dataset with 1.9M reactions from patents (1976-2016). The task is: Predict the reactants needed to synthesize the given product. (1) The reactants are: [CH3:1][C:2]1[CH:7]=[CH:6][N:5]=[C:4]([NH2:8])[CH:3]=1.[F:9][C:10]1[CH:11]=[C:12]([CH:17]=[C:18]([F:22])[C:19]=1[CH:20]=O)[C:13]([NH:15][CH3:16])=[O:14].[C:23]([C@H:25]1[O:30][CH2:29][CH2:28][N:27]([C:31]([O:33][C:34]([CH3:37])([CH3:36])[CH3:35])=[O:32])[CH2:26]1)#[CH:24].CC(N(C)C)=O. Given the product [F:9][C:10]1[CH:11]=[C:12]([C:13](=[O:14])[NH:15][CH3:16])[CH:17]=[C:18]([F:22])[C:19]=1[C:20]1[N:8]=[C:4]2[CH:3]=[C:2]([CH3:1])[CH:7]=[CH:6][N:5]2[C:24]=1[CH2:23][C@H:25]1[O:30][CH2:29][CH2:28][N:27]([C:31]([O:33][C:34]([CH3:35])([CH3:37])[CH3:36])=[O:32])[CH2:26]1, predict the reactants needed to synthesize it. (2) Given the product [NH2:1][C:2]1[C:7]([C:8]([NH2:10])=[O:9])=[C:6]([N:11]2[CH2:16][CH2:15][CH:14]([C:17]3[N:18]([CH2:33][CH2:66][N:67]([CH:69]([CH3:71])[CH3:70])[CH3:68])[CH:19]=[C:20]([C:22]4[CH:27]=[CH:26][C:25]([F:28])=[C:24]([C:29]([F:32])([F:31])[F:30])[CH:23]=4)[N:21]=3)[CH2:13][CH2:12]2)[N:5]=[CH:4][N:3]=1, predict the reactants needed to synthesize it. The reactants are: [NH2:1][C:2]1[C:7]([C:8]([NH2:10])=[O:9])=[C:6]([N:11]2[CH2:16][CH2:15][CH:14]([C:17]3[N:18]([CH3:33])[CH:19]=[C:20]([C:22]4[CH:27]=[CH:26][C:25]([F:28])=[C:24]([C:29]([F:32])([F:31])[F:30])[CH:23]=4)[N:21]=3)[CH2:13][CH2:12]2)[N:5]=[CH:4][N:3]=1.NC1C(C#N)=C(N2CCC(C3N(C[CH2:66][N:67]([CH:69]([CH3:71])[CH3:70])[CH3:68])C=C(C4C=CC(F)=C(C(F)(F)F)C=4)N=3)CC2)N=CN=1. (3) Given the product [O:38]=[C:33]1[CH2:34][CH2:35][C:36](=[O:37])[N:32]1[O:27][C:26](=[O:28])[C:25]1[CH:24]=[CH:23][C:22]([N:15]2[C:16]3[C:21](=[CH:20][CH:19]=[CH:18][CH:17]=3)[C:13]([C:10]3[CH:9]=[CH:8][C:7]([C:5]([O:4][CH2:1][CH:2]=[CH2:3])=[O:6])=[CH:12][CH:11]=3)=[N:14]2)=[CH:30][CH:29]=1, predict the reactants needed to synthesize it. The reactants are: [CH2:1]([O:4][C:5]([C:7]1[CH:12]=[CH:11][C:10]([C:13]2[C:21]3[C:16](=[CH:17][CH:18]=[CH:19][CH:20]=3)[N:15]([C:22]3[CH:30]=[CH:29][C:25]([C:26]([OH:28])=[O:27])=[CH:24][CH:23]=3)[N:14]=2)=[CH:9][CH:8]=1)=[O:6])[CH:2]=[CH2:3].O[N:32]1[C:36](=[O:37])[CH2:35][CH2:34][C:33]1=[O:38].C(N=C=NC(C)C)(C)C.